Predict the reaction yield, written as a fraction of the theoretical maximum amount of product (1.0 means a 100% yield; for example, 0.34 means a 34% yield). From a dataset of Reaction yield outcomes from USPTO patents with 853,638 reactions. (1) The reactants are [CH3:1][O:2][C:3](=[O:22])[CH:4]([C:9]1[C:18]2[C:13](=[CH:14][CH:15]=[C:16]([O:19][CH3:20])[N:17]=2)[N:12]=[CH:11][C:10]=1[Cl:21])C(OC)=O.[Cl-].[Li+].O.C(OCC)(=O)C. The catalyst is CS(C)=O. The product is [CH3:1][O:2][C:3](=[O:22])[CH2:4][C:9]1[C:18]2[C:13](=[CH:14][CH:15]=[C:16]([O:19][CH3:20])[N:17]=2)[N:12]=[CH:11][C:10]=1[Cl:21]. The yield is 0.940. (2) The reactants are [CH2:1]([O:3][C:4](=[O:18])[C:5]1[CH:10]=[C:9]([O:11][CH2:12][CH3:13])[C:8]([NH2:14])=[C:7]([O:15][CH2:16][CH3:17])[CH:6]=1)[CH3:2].C(O)(=O)C.CO[CH:25]1[CH2:29][CH2:28][CH:27](OC)O1. The catalyst is CCCCCCC. The product is [CH2:1]([O:3][C:4](=[O:18])[C:5]1[CH:10]=[C:9]([O:11][CH2:12][CH3:13])[C:8]([N:14]2[CH:25]=[CH:29][CH:28]=[CH:27]2)=[C:7]([O:15][CH2:16][CH3:17])[CH:6]=1)[CH3:2]. The yield is 0.820.